From a dataset of NCI-60 drug combinations with 297,098 pairs across 59 cell lines. Regression. Given two drug SMILES strings and cell line genomic features, predict the synergy score measuring deviation from expected non-interaction effect. (1) Drug 2: CC1=C(N=C(N=C1N)C(CC(=O)N)NCC(C(=O)N)N)C(=O)NC(C(C2=CN=CN2)OC3C(C(C(C(O3)CO)O)O)OC4C(C(C(C(O4)CO)O)OC(=O)N)O)C(=O)NC(C)C(C(C)C(=O)NC(C(C)O)C(=O)NCCC5=NC(=CS5)C6=NC(=CS6)C(=O)NCCC[S+](C)C)O. Cell line: LOX IMVI. Drug 1: C1=CN(C(=O)N=C1N)C2C(C(C(O2)CO)O)O.Cl. Synergy scores: CSS=60.6, Synergy_ZIP=-6.88, Synergy_Bliss=-8.29, Synergy_Loewe=-2.63, Synergy_HSA=-0.212. (2) Drug 1: CC12CCC3C(C1CCC2=O)CC(=C)C4=CC(=O)C=CC34C. Drug 2: CC1OCC2C(O1)C(C(C(O2)OC3C4COC(=O)C4C(C5=CC6=C(C=C35)OCO6)C7=CC(=C(C(=C7)OC)O)OC)O)O. Cell line: SN12C. Synergy scores: CSS=49.7, Synergy_ZIP=5.13, Synergy_Bliss=5.62, Synergy_Loewe=-3.93, Synergy_HSA=9.40. (3) Drug 1: CC1=C(C=C(C=C1)C(=O)NC2=CC(=CC(=C2)C(F)(F)F)N3C=C(N=C3)C)NC4=NC=CC(=N4)C5=CN=CC=C5. Drug 2: CC1CCCC2(C(O2)CC(NC(=O)CC(C(C(=O)C(C1O)C)(C)C)O)C(=CC3=CSC(=N3)C)C)C. Cell line: TK-10. Synergy scores: CSS=37.4, Synergy_ZIP=4.31, Synergy_Bliss=4.56, Synergy_Loewe=-15.9, Synergy_HSA=2.63. (4) Drug 1: CCC1(CC2CC(C3=C(CCN(C2)C1)C4=CC=CC=C4N3)(C5=C(C=C6C(=C5)C78CCN9C7C(C=CC9)(C(C(C8N6C)(C(=O)OC)O)OC(=O)C)CC)OC)C(=O)OC)O.OS(=O)(=O)O. Drug 2: CC(C)NC(=O)C1=CC=C(C=C1)CNNC.Cl. Cell line: CCRF-CEM. Synergy scores: CSS=0.385, Synergy_ZIP=0.775, Synergy_Bliss=1.16, Synergy_Loewe=-9.34, Synergy_HSA=-1.99. (5) Drug 1: CC1=C(C=C(C=C1)NC(=O)C2=CC=C(C=C2)CN3CCN(CC3)C)NC4=NC=CC(=N4)C5=CN=CC=C5. Drug 2: C1CCC(C(C1)N)N.C(=O)(C(=O)[O-])[O-].[Pt+4]. Cell line: NCI-H322M. Synergy scores: CSS=10.6, Synergy_ZIP=-2.95, Synergy_Bliss=0.731, Synergy_Loewe=0.411, Synergy_HSA=0.755. (6) Drug 1: CC1=C(N=C(N=C1N)C(CC(=O)N)NCC(C(=O)N)N)C(=O)NC(C(C2=CN=CN2)OC3C(C(C(C(O3)CO)O)O)OC4C(C(C(C(O4)CO)O)OC(=O)N)O)C(=O)NC(C)C(C(C)C(=O)NC(C(C)O)C(=O)NCCC5=NC(=CS5)C6=NC(=CS6)C(=O)NCCC[S+](C)C)O. Drug 2: CC(C)(C#N)C1=CC(=CC(=C1)CN2C=NC=N2)C(C)(C)C#N. Cell line: BT-549. Synergy scores: CSS=21.5, Synergy_ZIP=-6.11, Synergy_Bliss=-1.98, Synergy_Loewe=1.07, Synergy_HSA=1.83. (7) Drug 1: CCN(CC)CCCC(C)NC1=C2C=C(C=CC2=NC3=C1C=CC(=C3)Cl)OC. Drug 2: COCCOC1=C(C=C2C(=C1)C(=NC=N2)NC3=CC=CC(=C3)C#C)OCCOC.Cl. Cell line: OVCAR-8. Synergy scores: CSS=34.4, Synergy_ZIP=-9.91, Synergy_Bliss=-0.0190, Synergy_Loewe=-7.87, Synergy_HSA=1.04.